Dataset: Full USPTO retrosynthesis dataset with 1.9M reactions from patents (1976-2016). Task: Predict the reactants needed to synthesize the given product. (1) Given the product [CH3:25][O:26][C:27]([C:29]1([CH2:19][S:20]([Cl:23])(=[O:22])=[O:21])[CH2:30][CH2:31][CH2:32][CH2:33][CH2:34]1)=[O:28], predict the reactants needed to synthesize it. The reactants are: C([C@@H]1COC(=O)N1C(=O)[C@H]([CH2:19][S:20]([Cl:23])(=[O:22])=[O:21])C(C)C)C1C=CC=CC=1.[CH3:25][O:26][C:27]([C:29]1(SC(=O)C)[CH2:34][CH2:33][CH2:32][CH2:31][CH:30]1C)=[O:28]. (2) Given the product [OH:6][C@@H:7]1[CH2:32][CH2:31][CH2:30][CH2:29][C:28]2=[CH:33][C:24](=[CH:25][CH:26]=[CH:27]2)[C@@H:23]([CH3:34])[NH:22][C:21](=[O:35])[C@H:20]2[NH:36][N:16]([CH2:17][CH2:18][CH2:19]2)[C:15](=[O:37])[C@H:14]([CH3:38])[NH:13][C:12](=[O:39])[C@H:11]([CH:40]([CH3:42])[CH3:41])[O:10][C:9](=[O:43])[C@@H:8]1[CH3:44], predict the reactants needed to synthesize it. The reactants are: C([Si](C)(C)[O:6][C@@H:7]1[CH2:32][CH2:31][CH:30]=[CH:29][C:28]2=[CH:33][C:24](=[CH:25][CH:26]=[CH:27]2)[C@@H:23]([CH3:34])[NH:22][C:21](=[O:35])[C@H:20]2[NH:36][N:16]([CH2:17][CH2:18][CH2:19]2)[C:15](=[O:37])[C@H:14]([CH3:38])[NH:13][C:12](=[O:39])[C@H:11]([CH:40]([CH3:42])[CH3:41])[O:10][C:9](=[O:43])[C@@H:8]1[CH3:44])(C)(C)C.N1C=CC=CC=1. (3) Given the product [O:20]1[CH:24]=[CH:23][CH:22]=[C:21]1[C:25]1[O:26][C:27]([CH3:55])=[C:28]([CH2:30][O:31][C:32]2[CH:52]=[CH:51][C:35]([CH2:36][O:37][C:38]3[C:42]([CH2:43][C:16]#[N:17])=[CH:41][N:40]([C:45]4[CH:46]=[CH:47][CH:48]=[CH:49][CH:50]=4)[N:39]=3)=[CH:34][C:33]=2[O:53][CH3:54])[N:29]=1, predict the reactants needed to synthesize it. The reactants are: CC(C)([O-])C.[K+].C1(C)C=CC(S([CH2:16][N+:17]#[C-])(=O)=O)=CC=1.[O:20]1[CH:24]=[CH:23][CH:22]=[C:21]1[C:25]1[O:26][C:27]([CH3:55])=[C:28]([CH2:30][O:31][C:32]2[CH:52]=[CH:51][C:35]([CH2:36][O:37][C:38]3[C:42]([CH:43]=O)=[CH:41][N:40]([C:45]4[CH:50]=[CH:49][CH:48]=[CH:47][CH:46]=4)[N:39]=3)=[CH:34][C:33]=2[O:53][CH3:54])[N:29]=1.O1CCCC1. (4) The reactants are: C([N:8]1[CH2:13][CH2:12][O:11][C@H:10]([CH3:14])[C@H:9]1[CH2:15][CH3:16])C1C=CC=CC=1.[ClH:17]. Given the product [ClH:17].[CH2:15]([C@@H:9]1[C@@H:10]([CH3:14])[O:11][CH2:12][CH2:13][NH:8]1)[CH3:16], predict the reactants needed to synthesize it. (5) Given the product [Cl:8][C:7]1[CH:6]=[C:5]([Cl:9])[N:4]=[C:3]([C:10]([O:12][CH3:13])=[O:11])[C:2]=1[I:18], predict the reactants needed to synthesize it. The reactants are: N[C:2]1[C:3]([C:10]([O:12][CH3:13])=[O:11])=[N:4][C:5]([Cl:9])=[CH:6][C:7]=1[Cl:8].N([O-])=O.[Na+].[I-:18].[Na+].S(=O)(O)[O-].[Na+]. (6) Given the product [F:1][C:2]1[CH:3]=[C:4]([CH:8]=[CH:9][CH:10]=1)[C:5]([O:7][CH3:15])=[O:6], predict the reactants needed to synthesize it. The reactants are: [F:1][C:2]1[CH:3]=[C:4]([CH:8]=[CH:9][CH:10]=1)[C:5]([OH:7])=[O:6].S(Cl)(Cl)=O.[CH3:15]O. (7) The reactants are: [C:1](#[N:3])[CH3:2].[Li]CCCC.[C:9]([N:16]1[CH2:21][CH2:20][CH:19]([C:22]([O:24]CC)=O)[CH2:18][CH2:17]1)([O:11][C:12]([CH3:15])([CH3:14])[CH3:13])=[O:10]. Given the product [C:9]([N:16]1[CH2:17][CH2:18][CH:19]([C:22](=[O:24])[CH2:2][C:1]#[N:3])[CH2:20][CH2:21]1)([O:11][C:12]([CH3:13])([CH3:14])[CH3:15])=[O:10], predict the reactants needed to synthesize it. (8) Given the product [N:1]([C@H:4]([C@H:5]1[CH2:6][O:20]1)[CH2:21][C:22]1[CH:27]=[CH:26][CH:25]=[CH:24][CH:23]=1)=[N+:2]=[N-:3], predict the reactants needed to synthesize it. The reactants are: [N:1]([CH:4]([CH2:21][C:22]1[CH:27]=[CH:26][CH:25]=[CH:24][CH:23]=1)[CH:5]([OH:20])[CH2:6]OS(C1C=CC([N+]([O-])=O)=CC=1)(=O)=O)=[N+:2]=[N-:3].C(OCC)(=O)C.[OH-].[K+].O.